From a dataset of Experimentally validated miRNA-target interactions with 360,000+ pairs, plus equal number of negative samples. Binary Classification. Given a miRNA mature sequence and a target amino acid sequence, predict their likelihood of interaction. Result: 1 (interaction). The protein sequence of the target gene is MWDQRLVRLALLQQLRAVYGIKVKGGRGQCDRRRHETAATEIKGKVFGVPFNSLPHSVVPEFGHIPSFLVDACASLKEHIHTEGLFRKSGSVVRLKALKSKLDQGEACLSSALPCDVAGLLKQFFRELPEPVLPADLHEALFKAQQLGAEERNKATLLLSCLMANPTVDILRYFFNFLKSVSLRASENKMDSSNLAVIFAPNLLQTSEGHEKMSANTEKKLRLQAAVVQTFIDCASDIGRVPDFILEKIPAMLGIDGLCTTPSLEGFEGDFETPGECKRKRRQSVGDFVNGALNKLKSSR.... The miRNA is mmu-miR-466l-3p with sequence UAUAAAUACAUGCACACAUAUU.